From a dataset of Reaction yield outcomes from USPTO patents with 853,638 reactions. Predict the reaction yield, written as a fraction of the theoretical maximum amount of product (1.0 means a 100% yield; for example, 0.34 means a 34% yield). (1) The product is [OH:8][C@H:5]1[CH2:6][CH2:7][C@H:2]([N:1]2[CH2:9][CH2:10][CH2:11][C:12]2=[O:13])[CH2:3][CH2:4]1. The catalyst is O. The reactants are [NH2:1][C@H:2]1[CH2:7][CH2:6][C@H:5]([OH:8])[CH2:4][CH2:3]1.[C:9]1(=O)[O:13][CH2:12][CH2:11][CH2:10]1. The yield is 0.430. (2) The reactants are C(OC([N:8]1[CH2:38][CH2:37][C:11]2([O:15][C:14](=[O:16])[N:13]([CH2:17][C:18]3[CH:23]=[CH:22][C:21]([O:24][CH2:25][CH:26]([CH3:28])[CH3:27])=[CH:20][CH:19]=3)[CH:12]2[CH2:29][C:30]2[CH:35]=[CH:34][C:33]([F:36])=[CH:32][CH:31]=2)[CH2:10][CH2:9]1)=O)(C)(C)C.[NH:39]1[CH2:44][CH2:43][O:42][CH2:41][CH2:40]1.[Cl:45][CH2:46][CH2:47][CH2:48]I.C(=O)([O-])[O-].[K+].[K+].[I-].[Na+]. The catalyst is C(#N)C.CN(C=O)C. The product is [ClH:45].[ClH:45].[F:36][C:33]1[CH:32]=[CH:31][C:30]([CH2:29][CH:12]2[C:11]3([CH2:37][CH2:38][N:8]([CH2:46][CH2:47][CH2:48][N:39]4[CH2:44][CH2:43][O:42][CH2:41][CH2:40]4)[CH2:9][CH2:10]3)[O:15][C:14](=[O:16])[N:13]2[CH2:17][C:18]2[CH:23]=[CH:22][C:21]([O:24][CH2:25][CH:26]([CH3:27])[CH3:28])=[CH:20][CH:19]=2)=[CH:35][CH:34]=1. The yield is 0.400. (3) The reactants are I[C:2]1[C:7]([Br:8])=[CH:6][C:5]([Br:9])=[CH:4][N:3]=1.[F-].[K+].[F:12][C:13]([Si](C)(C)C)([F:15])[F:14].N. The catalyst is CN1C(=O)CCC1.[Cu]I. The product is [Br:8][C:7]1[C:2]([C:13]([F:15])([F:14])[F:12])=[N:3][CH:4]=[C:5]([Br:9])[CH:6]=1. The yield is 0.460. (4) The reactants are [Cl:1][C:2]1[CH:3]=[C:4]2[C:8](=[C:9]([C:11]([OH:13])=O)[CH:10]=1)[NH:7][CH:6]=[CH:5]2.[CH2:14]([O:21][C:22]1[CH:23]=[C:24]([CH2:28][CH2:29][NH:30][CH2:31][C:32]2[CH:37]=[CH:36][C:35]([C:38]([CH3:41])([CH3:40])[CH3:39])=[CH:34][CH:33]=2)[CH:25]=[CH:26][CH:27]=1)[C:15]1[CH:20]=[CH:19][CH:18]=[CH:17][CH:16]=1.CN1CCOCC1.CN(C(ON1N=NC2C=CC=CC1=2)=[N+](C)C)C.[B-](F)(F)(F)F. The catalyst is CN(C=O)C.O. The product is [CH2:14]([O:21][C:22]1[CH:23]=[C:24]([CH2:28][CH2:29][N:30]([CH2:31][C:32]2[CH:37]=[CH:36][C:35]([C:38]([CH3:41])([CH3:40])[CH3:39])=[CH:34][CH:33]=2)[C:11]([C:9]2[CH:10]=[C:2]([Cl:1])[CH:3]=[C:4]3[C:8]=2[NH:7][CH:6]=[CH:5]3)=[O:13])[CH:25]=[CH:26][CH:27]=1)[C:15]1[CH:16]=[CH:17][CH:18]=[CH:19][CH:20]=1. The yield is 0.880. (5) The reactants are C([O:5][C:6]([CH:8]1[CH:12]([C:13]2[CH:18]=[CH:17][CH:16]=[C:15]([Cl:19])[CH:14]=2)[C:11]([C:22]2[C:27]([F:28])=[CH:26][C:25]([Cl:29])=[CH:24][C:23]=2[F:30])([C:20]#[N:21])[CH:10]([CH2:31][C:32]([CH3:35])([CH3:34])[CH3:33])[NH:9]1)=[O:7])(C)(C)C.[F:36][C:37]([F:42])([F:41])[C:38]([OH:40])=[O:39]. The catalyst is ClCCl. The product is [F:36][C:37]([F:42])([F:41])[C:38]([OH:40])=[O:39].[Cl:29][C:25]1[CH:26]=[C:27]([F:28])[C:22]([C:11]2([C:20]#[N:21])[CH:10]([CH2:31][C:32]([CH3:35])([CH3:34])[CH3:33])[NH:9][CH:8]([C:6]([OH:7])=[O:5])[CH:12]2[C:13]2[CH:18]=[CH:17][CH:16]=[C:15]([Cl:19])[CH:14]=2)=[C:23]([F:30])[CH:24]=1. The yield is 0.910. (6) The reactants are [O:1]1[CH:5]=[CH:4][CH:3]=[C:2]1[C@H:6]([NH:8][C:9]([C:11]1[C:19]2[C:14](=[N:15][CH:16]=[C:17]([C:20]3[C:28]4[C:23](=[CH:24][C:25]([F:29])=[CH:26][CH:27]=4)[N:22]([CH3:30])[N:21]=3)[N:18]=2)[N:13]([CH2:31][O:32][CH2:33][CH2:34][Si:35]([CH3:38])([CH3:37])[CH3:36])[CH:12]=1)=[O:10])[CH3:7]. The catalyst is CO.C(OCC)(=O)C.[OH-].[OH-].[Pd+2]. The product is [O:1]1[CH2:5][CH2:4][CH2:3][CH:2]1[C@H:6]([NH:8][C:9]([C:11]1[C:19]2[C:14](=[N:15][CH:16]=[C:17]([C:20]3[C:28]4[C:23](=[CH:24][C:25]([F:29])=[CH:26][CH:27]=4)[N:22]([CH3:30])[N:21]=3)[N:18]=2)[N:13]([CH2:31][O:32][CH2:33][CH2:34][Si:35]([CH3:36])([CH3:38])[CH3:37])[CH:12]=1)=[O:10])[CH3:7]. The yield is 0.860.